The task is: Predict which catalyst facilitates the given reaction.. This data is from Catalyst prediction with 721,799 reactions and 888 catalyst types from USPTO. (1) Reactant: C(N(CC)CC)C.[Cl:8]CCl.[S:11]1[CH:15]=[CH:14][C:13]2[C:16]([N:20]3[CH2:25][CH2:24][N:23]([CH2:26][CH2:27][CH2:28][O:29][CH:30]4[CH2:35][CH2:34][NH:33][CH2:32][CH2:31]4)[CH2:22][CH2:21]3)=[CH:17][CH:18]=[CH:19][C:12]1=2.[C:36](Cl)(=[O:38])[CH3:37]. Product: [ClH:8].[S:11]1[CH:15]=[CH:14][C:13]2[C:16]([N:20]3[CH2:25][CH2:24][N:23]([CH2:26][CH2:27][CH2:28][O:29][CH:30]4[CH2:35][CH2:34][N:33]([C:36](=[O:38])[CH3:37])[CH2:32][CH2:31]4)[CH2:22][CH2:21]3)=[CH:17][CH:18]=[CH:19][C:12]1=2. The catalyst class is: 6. (2) Reactant: C[N:2]1[CH2:7][CH2:6]O[CH2:4][CH2:3]1.[Cl:8][C:9]1[CH:10]=[C:11]2[C:16](=[CH:17][CH:18]=1)[CH:15]=[C:14]([C:19]([OH:21])=O)[CH:13]=[CH:12]2.F[P-](F)(F)(F)(F)F.N1(OC(N(C)C)=[N+](C)C)C2[N:34]=[CH:35][CH:36]=[CH:37][C:32]=2N=N1.[NH:46]1[C:50]2[CH:51]=[CH:52][C:53]([C:55]([OH:57])=O)=[CH:54][C:49]=2[N:48]=[N:47]1. Product: [NH:46]1[C:50]2[CH:51]=[CH:52][C:53]([C:55]([N:34]3[CH2:35][C@@H:36]4[C@@H:6]5[C@H:4]([C@@H:37]4[CH2:32]3)[CH2:3][N:2]([C:19]([C:14]3[CH:13]=[CH:12][C:11]4[C:16](=[CH:17][CH:18]=[C:9]([Cl:8])[CH:10]=4)[CH:15]=3)=[O:21])[CH2:7]5)=[O:57])=[CH:54][C:49]=2[N:48]=[N:47]1. The catalyst class is: 9.